Dataset: Reaction yield outcomes from USPTO patents with 853,638 reactions. Task: Predict the reaction yield, written as a fraction of the theoretical maximum amount of product (1.0 means a 100% yield; for example, 0.34 means a 34% yield). The reactants are [CH3:1][O:2][C:3]1[CH:24]=[CH:23][C:6]([CH2:7][N:8]2[C:12]3[NH:13][CH:14]=[C:15]([C:18]([O:20][CH2:21][CH3:22])=[O:19])[C:16](=O)[C:11]=3[CH:10]=[N:9]2)=[CH:5][CH:4]=1.O=P(Cl)(Cl)[Cl:27]. The catalyst is ClCCCl. The product is [Cl:27][C:16]1[C:15]([C:18]([O:20][CH2:21][CH3:22])=[O:19])=[CH:14][N:13]=[C:12]2[N:8]([CH2:7][C:6]3[CH:23]=[CH:24][C:3]([O:2][CH3:1])=[CH:4][CH:5]=3)[N:9]=[CH:10][C:11]=12. The yield is 0.950.